Dataset: Forward reaction prediction with 1.9M reactions from USPTO patents (1976-2016). Task: Predict the product of the given reaction. (1) Given the reactants [NH2:1][C:2]1[N:7]=[C:6]([NH:8][C@H:9]2[CH2:14][CH2:13][C@H:12]([OH:15])[CH2:11][CH2:10]2)[C:5](Br)=[C:4]([CH3:17])[N:3]=1.C1(C)C=CC=CC=1P(C1C=CC=CC=1C)C1C=CC=CC=1C.[C:40]([O:44][CH2:45][CH3:46])(=[O:43])[CH:41]=[CH2:42], predict the reaction product. The product is: [NH2:1][C:2]1[N:7]=[C:6]([NH:8][C@H:9]2[CH2:14][CH2:13][C@H:12]([OH:15])[CH2:11][CH2:10]2)[C:5](/[CH:42]=[CH:41]/[C:40]([O:44][CH2:45][CH3:46])=[O:43])=[C:4]([CH3:17])[N:3]=1. (2) Given the reactants [F:1][C:2]1[N:10]=[CH:9][CH:8]=[CH:7][C:3]=1[C:4](O)=[O:5].C(Cl)(=O)C([Cl:14])=O, predict the reaction product. The product is: [F:1][C:2]1[N:10]=[CH:9][CH:8]=[CH:7][C:3]=1[C:4]([Cl:14])=[O:5]. (3) Given the reactants [CH:1]1([OH:5])[CH2:4][CH2:3][CH2:2]1.[H-].[Na+].[Cl:8][C:9]1[CH:14]=[C:13](F)[CH:12]=[CH:11][N:10]=1, predict the reaction product. The product is: [Cl:8][C:9]1[CH:14]=[C:13]([O:5][CH:1]2[CH2:4][CH2:3][CH2:2]2)[CH:12]=[CH:11][N:10]=1. (4) Given the reactants C([N:8]1[CH2:12][CH:11]([C:13]2[CH:18]=[C:17]([F:19])[C:16]([F:20])=[CH:15][C:14]=2[Cl:21])[CH:10]([NH:22][C:23](=[O:29])[O:24][C:25]([CH3:28])([CH3:27])[CH3:26])[CH2:9]1)C1C=CC=CC=1.Cl[C:31]1[CH:36]=[C:35]([Cl:37])[N:34]=[CH:33][N:32]=1, predict the reaction product. The product is: [Cl:21][C:14]1[CH:15]=[C:16]([F:20])[C:17]([F:19])=[CH:18][C:13]=1[C@H:11]1[CH2:12][N:8]([C:31]2[CH:36]=[C:35]([Cl:37])[N:34]=[CH:33][N:32]=2)[CH2:9][C@@H:10]1[NH:22][C:23](=[O:29])[O:24][C:25]([CH3:27])([CH3:26])[CH3:28]. (5) Given the reactants [NH2:1][C:2]([C:21]1[CH:26]=[CH:25][C:24]([F:27])=[CH:23][CH:22]=1)([C:14]1[CH:19]=[CH:18][C:17]([F:20])=[CH:16][CH:15]=1)[CH:3]([NH:5][C:6]([C:8]1[CH:13]=[N:12][CH:11]=[CH:10][N:9]=1)=O)[CH3:4].P(Cl)(Cl)(Cl)(Cl)Cl.[OH-].[Na+], predict the reaction product. The product is: [F:20][C:17]1[CH:18]=[CH:19][C:14]([C:2]2([C:21]3[CH:26]=[CH:25][C:24]([F:27])=[CH:23][CH:22]=3)[CH:3]([CH3:4])[NH:5][C:6]([C:8]3[CH:13]=[N:12][CH:11]=[CH:10][N:9]=3)=[N:1]2)=[CH:15][CH:16]=1.